This data is from Full USPTO retrosynthesis dataset with 1.9M reactions from patents (1976-2016). The task is: Predict the reactants needed to synthesize the given product. (1) Given the product [CH:31]12[CH2:37][CH:35]3[CH2:34][CH:33]([CH2:38][CH:29]([CH2:36]3)[CH:30]1[CH2:39][O:40][C:41]1[CH:48]=[CH:47][C:44]([C:45]([NH2:46])=[O:12])=[CH:43][C:42]=1[CH:49]1[CH2:51][CH2:50]1)[CH2:32]2, predict the reactants needed to synthesize it. The reactants are: C12(C[O:12]C3C=CC(C#N)=CC=3C3C(OC)=NC=CC=3)CC3CC(CC(C3)C1)C2.[CH:29]12[CH2:38][CH:33]3[CH2:34][CH:35]([CH2:37][CH:31]([CH2:32]3)[CH:30]1[CH2:39][O:40][C:41]1[CH:48]=[CH:47][C:44]([C:45]#[N:46])=[CH:43][C:42]=1[CH:49]1[CH2:51][CH2:50]1)[CH2:36]2. (2) The reactants are: [F:1][C:2]1[C:7]([F:8])=[CH:6][CH:5]=[CH:4][C:3]=1[NH:9][C:10]1[CH:15]=[CH:14][N:13]=[CH:12][C:11]=1[NH:16][C:17]([C:19]1[C:20]([NH:25][C:26]([CH3:29])([CH3:28])[CH3:27])=[N:21][CH:22]=[CH:23][CH:24]=1)=O.COC1C=CC(P2(=S)SP(=S)(C3C=CC(OC)=CC=3)S2)=CC=1. Given the product [C:26]([NH:25][C:20]1[C:19]([C:17]2[N:9]([C:3]3[CH:4]=[CH:5][CH:6]=[C:7]([F:8])[C:2]=3[F:1])[C:10]3[CH:15]=[CH:14][N:13]=[CH:12][C:11]=3[N:16]=2)=[CH:24][CH:23]=[CH:22][N:21]=1)([CH3:29])([CH3:28])[CH3:27], predict the reactants needed to synthesize it.